From a dataset of Reaction yield outcomes from USPTO patents with 853,638 reactions. Predict the reaction yield, written as a fraction of the theoretical maximum amount of product (1.0 means a 100% yield; for example, 0.34 means a 34% yield). (1) The reactants are [CH3:1][NH:2][C:3]1[CH:4]=[N:5][C:6]([N:16]2[CH2:21][CH2:20][N:19]([CH3:22])[CH2:18][CH2:17]2)=[CH:7][C:8]=1[C:9]1[CH:14]=[CH:13][CH:12]=[CH:11][C:10]=1[CH3:15].C(N(C(C)C)C(C)C)C.[F:32][C:33]([F:51])([F:50])[C:34]1[CH:35]=[C:36]([C:44]([CH3:49])([CH3:48])[C:45](Cl)=[O:46])[CH:37]=[C:38]([C:40]([F:43])([F:42])[F:41])[CH:39]=1.C(=O)(O)[O-].[Na+]. The catalyst is ClCCl. The product is [F:32][C:33]([F:51])([F:50])[C:34]1[CH:35]=[C:36]([C:44]([CH3:49])([CH3:48])[C:45]([N:2]([CH3:1])[C:3]2[CH:4]=[N:5][C:6]([N:16]3[CH2:17][CH2:18][N:19]([CH3:22])[CH2:20][CH2:21]3)=[CH:7][C:8]=2[C:9]2[CH:14]=[CH:13][CH:12]=[CH:11][C:10]=2[CH3:15])=[O:46])[CH:37]=[C:38]([C:40]([F:43])([F:42])[F:41])[CH:39]=1. The yield is 0.810. (2) The reactants are [Cl:1][C:2]1[CH:7]=[CH:6][CH:5]=[C:4]([Cl:8])[C:3]=1[N:9]1[C:13]([C:14]2[S:18][C:17]([NH:19]CC3C=CC(OC)=CC=3OC)=[N:16][CH:15]=2)=[CH:12][CH:11]=[N:10]1.FC(F)(F)C(O)=O. The catalyst is O.C([O-])(O)=O.[Na+]. The product is [Cl:1][C:2]1[CH:7]=[CH:6][CH:5]=[C:4]([Cl:8])[C:3]=1[N:9]1[C:13]([C:14]2[S:18][C:17]([NH2:19])=[N:16][CH:15]=2)=[CH:12][CH:11]=[N:10]1. The yield is 0.700. (3) The reactants are Cl[C:2]1[N:3]=[CH:4][C:5]2[N:11]([CH3:12])[C:10](=[O:13])[C@@:9]([F:16])([CH:14]=[CH2:15])[CH2:8][N:7]([CH:17]3[CH2:21][CH2:20][CH2:19][CH2:18]3)[C:6]=2[N:22]=1.[NH2:23][C:24]1[C:33]([O:34][CH3:35])=[CH:32][C:27]([C:28]([O:30][CH3:31])=[O:29])=[C:26]([F:36])[CH:25]=1.O.C1(C)C=CC(S(O)(=O)=O)=CC=1. The catalyst is O1CCOCC1. The product is [CH:17]1([N:7]2[CH2:8][C@:9]([F:16])([CH:14]=[CH2:15])[C:10](=[O:13])[N:11]([CH3:12])[C:5]3[CH:4]=[N:3][C:2]([NH:23][C:24]4[C:33]([O:34][CH3:35])=[CH:32][C:27]([C:28]([O:30][CH3:31])=[O:29])=[C:26]([F:36])[CH:25]=4)=[N:22][C:6]2=3)[CH2:21][CH2:20][CH2:19][CH2:18]1. The yield is 0.400. (4) The reactants are [CH2:1]([O:3]/[N:4]=[CH:5]/[C:6]1[C:7]([F:29])=[C:8]([F:28])[C:9]([NH:19][C:20]2[CH:25]=[CH:24][C:23]([I:26])=[CH:22][C:21]=2[F:27])=[C:10]([CH:18]=1)[C:11]([NH:13][O:14][CH2:15][CH2:16][OH:17])=[O:12])[CH3:2].ClC(Cl)C(O)=O. No catalyst specified. The product is [CH2:1]([O:3][NH:4][CH2:5][C:6]1[C:7]([F:29])=[C:8]([F:28])[C:9]([NH:19][C:20]2[CH:25]=[CH:24][C:23]([I:26])=[CH:22][C:21]=2[F:27])=[C:10]([CH:18]=1)[C:11]([NH:13][O:14][CH2:15][CH2:16][OH:17])=[O:12])[CH3:2]. The yield is 0.800. (5) The reactants are C(S[C:4](=[N:8][C:9]1[CH:14]=[CH:13][CH:12]=[CH:11][CH:10]=1)[CH2:5][CH2:6][CH3:7])C.[C:15]([NH:23][NH2:24])(=O)[C:16]1[CH:21]=[CH:20][CH:19]=[CH:18][CH:17]=1. The catalyst is C(O)CCC. The product is [C:16]1([C:15]2[N:8]([C:9]3[CH:10]=[CH:11][CH:12]=[CH:13][CH:14]=3)[C:4]([CH2:5][CH2:6][CH3:7])=[N:24][N:23]=2)[CH:21]=[CH:20][CH:19]=[CH:18][CH:17]=1. The yield is 0.280. (6) The reactants are [OH-].[Na+].[Cl:3][C:4]1[CH:29]=[C:28]([C:30]([NH:32][CH2:33][C:34]2[CH:39]=[CH:38][CH:37]=[C:36]([OH:40])[CH:35]=2)=[O:31])[CH:27]=[C:26]([Cl:41])[C:5]=1[C:6]([NH:8][C@H:9]([C:22]([O:24]C)=[O:23])[CH2:10][NH:11][C:12](=[O:21])[C:13]1[CH:18]=[C:17]([F:19])[CH:16]=[C:15]([F:20])[CH:14]=1)=[O:7]. The catalyst is CO. The product is [Cl:3][C:4]1[CH:29]=[C:28]([C:30]([NH:32][CH2:33][C:34]2[CH:39]=[CH:38][CH:37]=[C:36]([OH:40])[CH:35]=2)=[O:31])[CH:27]=[C:26]([Cl:41])[C:5]=1[C:6]([NH:8][C@H:9]([C:22]([OH:24])=[O:23])[CH2:10][NH:11][C:12](=[O:21])[C:13]1[CH:14]=[C:15]([F:20])[CH:16]=[C:17]([F:19])[CH:18]=1)=[O:7]. The yield is 0.390. (7) The reactants are [CH3:1][C:2](C)([O-])C.[K+].[CH3:7][N:8]1[CH2:29][C:14]23[CH2:15][CH2:16][CH:17]4[CH:26]([CH:13]2[CH2:12][CH2:11][CH:10]3[CH:9]1[CH3:30])[CH2:25][CH:24]=[C:23]1[C:18]4([CH3:28])[CH2:19][CH2:20][C:21](=O)[CH2:22]1. The catalyst is [Br-].C([P+](C1C=CC=CC=1)(C1C=CC=CC=1)C1C=CC=CC=1)C.C1(C)C=CC=CC=1.C1COCC1. The product is [CH:1](=[C:21]1[CH2:22][C:23]2[C:18]([CH3:28])([CH:17]3[CH:26]([CH2:25][CH:24]=2)[CH:13]2[CH2:12][CH2:11][CH:10]4[CH:9]([CH3:30])[N:8]([CH3:7])[CH2:29][C:14]24[CH2:15][CH2:16]3)[CH2:19][CH2:20]1)[CH3:2]. The yield is 0.460.